This data is from Full USPTO retrosynthesis dataset with 1.9M reactions from patents (1976-2016). The task is: Predict the reactants needed to synthesize the given product. Given the product [Cl:1][C:2]1[CH:7]=[CH:6][C:5]([CH2:8][CH:9]([CH3:13])[CH2:10][S:11]([CH3:12])=[O:19])=[CH:4][N:3]=1, predict the reactants needed to synthesize it. The reactants are: [Cl:1][C:2]1[CH:7]=[CH:6][C:5]([CH2:8][CH:9]([CH3:13])[CH2:10][S:11][CH3:12])=[CH:4][N:3]=1.ClC1C=C(C=CC=1)C(OO)=[O:19].